From a dataset of Full USPTO retrosynthesis dataset with 1.9M reactions from patents (1976-2016). Predict the reactants needed to synthesize the given product. (1) Given the product [Cl:1][C:2]1[CH:10]=[C:6]([C:7]([N:24]2[CH2:25][CH2:26][CH2:27][CH:22]([CH2:19][CH2:20][CH3:21])[CH2:23]2)=[O:8])[CH:5]=[N:4][C:3]=1[Cl:11], predict the reactants needed to synthesize it. The reactants are: [Cl:1][C:2]1[C:3]([Cl:11])=[N:4][CH:5]=[C:6]([CH:10]=1)[C:7](Cl)=[O:8].C(N(CC)CC)C.[CH2:19]([CH:22]1[CH2:27][CH2:26][CH2:25][NH:24][CH2:23]1)[CH2:20][CH3:21].O. (2) Given the product [Br:1][C:2]1[CH:3]=[CH:4][C:5]([C:8]2[CH:12]=[N:11][N:10]([C:15]([O:17][C:18]([CH3:21])([CH3:20])[CH3:19])=[O:14])[CH:9]=2)=[CH:6][CH:7]=1, predict the reactants needed to synthesize it. The reactants are: [Br:1][C:2]1[CH:7]=[CH:6][C:5]([C:8]2[CH:9]=[N:10][NH:11][CH:12]=2)=[CH:4][CH:3]=1.C(=O)(OC(C)(C)C)[O:14][C:15]([O:17][C:18]([CH3:21])([CH3:20])[CH3:19])=O. (3) The reactants are: [CH:1]([NH:3][C:4]1[CH:8]=[CH:7][S:6][CH:5]=1)=[O:2].C(NC(C)C)(C)C.[Li].[CH3:17][Si:18](Cl)([CH3:20])[CH3:19]. Given the product [CH3:17][Si:18]([CH3:20])([CH3:19])[C:5]1[S:6][CH:7]=[CH:8][C:4]=1[NH:3][CH:1]=[O:2], predict the reactants needed to synthesize it. (4) Given the product [C:6]1([C:5]2([NH2:12])[CH2:2][CH2:1]2)[CH:11]=[CH:10][CH:9]=[CH:8][CH:7]=1, predict the reactants needed to synthesize it. The reactants are: [CH2:1]([Mg]Br)[CH3:2].[C:5](#[N:12])[C:6]1[CH:11]=[CH:10][CH:9]=[CH:8][CH:7]=1.B(F)(F)F.CCOCC.Cl.[OH-].[Na+].